From a dataset of Full USPTO retrosynthesis dataset with 1.9M reactions from patents (1976-2016). Predict the reactants needed to synthesize the given product. (1) Given the product [CH3:13][O:14][C:15]1[CH:16]=[C:17]([C:23]2[CH2:24][CH2:25][C:26](=[O:35])[N:27]([CH:29]3[CH2:30][CH2:31][N:32]([S:8]([C:3]4[CH:4]=[CH:5][CH:6]=[CH:7][C:2]=4[F:1])(=[O:10])=[O:9])[CH2:33][CH2:34]3)[N:28]=2)[CH:18]=[CH:19][C:20]=1[O:21][CH3:22], predict the reactants needed to synthesize it. The reactants are: [F:1][C:2]1[CH:7]=[CH:6][CH:5]=[CH:4][C:3]=1[S:8](Cl)(=[O:10])=[O:9].Cl.[CH3:13][O:14][C:15]1[CH:16]=[C:17]([C:23]2[CH:24](C)[CH2:25][C:26](=[O:35])[N:27]([CH:29]3[CH2:34][CH2:33][NH:32][CH2:31][CH2:30]3)[N:28]=2)[CH:18]=[CH:19][C:20]=1[O:21][CH3:22].C(N1CCC(N2C(=O)CC(C)C(C3C=CC(OC)=C(OC)C=3)=N2)CC1)(=O)C. (2) Given the product [Cl:1][C:2]1[CH:7]=[C:6]([O:8][CH3:9])[CH:5]=[CH:4][C:3]=1[CH:10]([CH3:25])[C:11]([C:13]1[CH:14]=[CH:15][C:16]2[O:21][CH2:20][C:19](=[O:22])[N:18]([CH3:23])[C:17]=2[CH:24]=1)([OH:12])[C:27]([F:29])([F:28])[F:26], predict the reactants needed to synthesize it. The reactants are: [Cl:1][C:2]1[CH:7]=[C:6]([O:8][CH3:9])[CH:5]=[CH:4][C:3]=1[CH:10]([CH3:25])[C:11]([C:13]1[CH:14]=[CH:15][C:16]2[O:21][CH2:20][C:19](=[O:22])[N:18]([CH3:23])[C:17]=2[CH:24]=1)=[O:12].[F:26][C:27]([Si](C)(C)C)([F:29])[F:28].[F-].C[N+](C)(C)C.[F-].C([N+](CCCC)(CCCC)CCCC)CCC. (3) Given the product [F:1][C:2]1[CH:3]=[C:4]([N:9]2[C:14](=[O:15])[C:13]([O:16][CH2:17][CH2:18][C@H:19]([OH:21])[CH3:20])=[C:12]([C:29]3[CH:34]=[CH:33][C:32]([S:69]([CH3:37])(=[O:73])=[O:71])=[CH:31][CH:30]=3)[CH:11]=[N:10]2)[CH:5]=[CH:6][C:7]=1[F:8], predict the reactants needed to synthesize it. The reactants are: [F:1][C:2]1[CH:3]=[C:4]([N:9]2[C:14](=[O:15])[C:13]([O:16][CH2:17][CH2:18][C@H:19]([O:21][Si](C(C)(C)C)(C)C)[CH3:20])=[C:12]([C:29]3[CH:34]=[CH:33][C:32](SC)=[CH:31][CH:30]=3)[CH:11]=[N:10]2)[CH:5]=[CH:6][C:7]=1[F:8].[C:37](OO)(=O)C.C(O)(=O)C.[F-].C([N+](CCCC)(CCCC)CCCC)CCC.C1COCC1.[S:69]([O-:73])([O-])(=[O:71])=S.[Na+].[Na+].